Task: Predict which catalyst facilitates the given reaction.. Dataset: Catalyst prediction with 721,799 reactions and 888 catalyst types from USPTO (1) Reactant: [Cl:1][C:2]1[C:11]([CH:12]=[O:13])=[CH:10][C:9]2[C:4](=[CH:5][C:6]([Cl:14])=[CH:7][CH:8]=2)[N:3]=1.C1C=C[NH+]=CC=1.C1C=C[NH+]=CC=1.[O-:27][Cr](O[Cr]([O-])(=O)=O)(=O)=O.CN(C=O)C. Product: [Cl:1][C:2]1[C:11]([C:12]([OH:27])=[O:13])=[CH:10][C:9]2[C:4](=[CH:5][C:6]([Cl:14])=[CH:7][CH:8]=2)[N:3]=1. The catalyst class is: 6. (2) Reactant: [N-:1]=[N+:2]=[N-:3].[Na+].[F:5][C:6]1[CH:7]=[C:8]([N:19]2[CH:23]=[C:22]([CH2:24]OS(C)(=O)=O)[N:21]=[N:20]2)[CH:9]=[C:10]([F:18])[C:11]=1[N:12]1[CH2:17][CH2:16][S:15][CH2:14][CH2:13]1. Product: [F:5][C:6]1[CH:7]=[C:8]([N:19]2[CH:23]=[C:22]([CH2:24][N:1]=[N+:2]=[N-:3])[N:21]=[N:20]2)[CH:9]=[C:10]([F:18])[C:11]=1[N:12]1[CH2:17][CH2:16][S:15][CH2:14][CH2:13]1. The catalyst class is: 39. (3) Reactant: [Si]([O:8][CH2:9][C:10]1[CH:11]=[C:12]([C:25]2[CH:26]=[CH:27][C:28]3[CH:29]=[CH:30][C:31]4[C:36]([C:37]=3[CH:38]=2)=[CH:35][CH:34]=[CH:33][CH:32]=4)[CH:13]=[C:14]([CH2:16][O:17][Si](C(C)(C)C)(C)C)[CH:15]=1)(C(C)(C)C)(C)C.[C:39](Cl)([C:56]1[CH:61]=[CH:60][CH:59]=[CH:58][CH:57]=1)([C:48]1[CH:55]=[CH:54][C:51]([O:52][CH3:53])=[CH:50][CH:49]=1)[C:40]1[CH:47]=[CH:46][C:43]([O:44][CH3:45])=[CH:42][CH:41]=1. Product: [OH:17][CH2:16][C:14]1[CH:13]=[C:12]([C:25]2[C:38]3[CH:29]=[CH:30][C:31]4[C:36](=[CH:35][CH:34]=[CH:33][CH:32]=4)[C:37]=3[CH:28]=[CH:27][CH:26]=2)[CH:11]=[C:10]([CH2:9][O:8][C:39]([C:56]2[CH:61]=[CH:60][CH:59]=[CH:58][CH:57]=2)([C:48]2[CH:55]=[CH:54][C:51]([O:52][CH3:53])=[CH:50][CH:49]=2)[C:40]2[CH:47]=[CH:46][C:43]([O:44][CH3:45])=[CH:42][CH:41]=2)[CH:15]=1. The catalyst class is: 5.